From a dataset of Catalyst prediction with 721,799 reactions and 888 catalyst types from USPTO. Predict which catalyst facilitates the given reaction. Reactant: [Br:1][C:2]1[CH:3]=[CH:4][C:5]([F:10])=[C:6]([CH:9]=1)[CH:7]=O.C(O)(=O)[CH2:12][C:13]([OH:15])=[O:14].N1CCCCC1. Product: [Br:1][C:2]1[CH:3]=[CH:4][C:5]([F:10])=[C:6]([CH:7]=[CH:12][C:13]([OH:15])=[O:14])[CH:9]=1. The catalyst class is: 17.